The task is: Predict the product of the given reaction.. This data is from Forward reaction prediction with 1.9M reactions from USPTO patents (1976-2016). (1) The product is: [Cl:1][C:2]1[C:3]([F:32])=[C:4]([C:23]2[CH:24]=[CH:25][C:26]([C:29]([N:51]([CH3:53])[CH3:52])=[O:31])=[N:27][CH:28]=2)[C:5]([O:20][CH2:21][CH3:22])=[C:6]([CH:8]([NH:10][C:11]2[N:19]=[CH:18][N:17]=[C:16]3[C:12]=2[N:13]=[CH:14][NH:15]3)[CH3:9])[CH:7]=1. Given the reactants [Cl:1][C:2]1[C:3]([F:32])=[C:4]([C:23]2[CH:24]=[CH:25][C:26]([C:29]([OH:31])=O)=[N:27][CH:28]=2)[C:5]([O:20][CH2:21][CH3:22])=[C:6]([CH:8]([NH:10][C:11]2[N:19]=[CH:18][N:17]=[C:16]3[C:12]=2[N:13]=[CH:14][NH:15]3)[CH3:9])[CH:7]=1.F[P-](F)(F)(F)(F)F.N1(O[P+](N(C)C)(N(C)C)[N:51]([CH3:53])[CH3:52])C2C=CC=CC=2N=N1.CNC.C1COCC1.C(N(CC)CC)C, predict the reaction product. (2) Given the reactants [Cl:1][C:2]1[C:10]2[N:9]=[C:8]3[N:11]([C:15]4[C:16]([CH3:23])=[N:17][C:18]([O:21][CH3:22])=[CH:19][CH:20]=4)[CH2:12][CH2:13][CH2:14][N:7]3[C:6]=2[C:5]([CH:24]([OH:27])[CH2:25][CH3:26])=[CH:4][CH:3]=1.N(C(N1CCCCC1)=O)=NC(N1CCCCC1)=O.C(P(CCCC)CCCC)CCC.[F:59][C:60]([F:64])([F:63])[CH2:61]O, predict the reaction product. The product is: [Cl:1][C:2]1[C:10]2[N:9]=[C:8]3[N:11]([C:15]4[C:16]([CH3:23])=[N:17][C:18]([O:21][CH3:22])=[CH:19][CH:20]=4)[CH2:12][CH2:13][CH2:14][N:7]3[C:6]=2[C:5]([CH:24]([O:27][CH2:61][C:60]([F:64])([F:63])[F:59])[CH2:25][CH3:26])=[CH:4][CH:3]=1. (3) Given the reactants [CH3:1][O:2][C:3]([C:5]1([O:8][C:9]2[CH:10]=[N:11][C:12]([O:15]CC3C=CC=CC=3)=[CH:13][CH:14]=2)[CH2:7][CH2:6]1)=[O:4], predict the reaction product. The product is: [CH3:1][O:2][C:3]([C:5]1([O:8][C:9]2[CH:10]=[N:11][C:12]([OH:15])=[CH:13][CH:14]=2)[CH2:7][CH2:6]1)=[O:4]. (4) Given the reactants [CH3:1][N:2]1[C:6]([CH3:7])=[CH:5][C:4]([NH:8][C:9]2[C:10](=[O:25])[N:11]([CH3:24])[CH:12]=[C:13](B3OC(C)(C)C(C)(C)O3)[CH:14]=2)=[N:3]1.Cl[C:27]1[C:32]([CH:33]=[O:34])=[C:31]([N:35]2[CH2:47][CH2:46][C:45]3[N:44]4[C:39]([CH2:40][CH2:41][CH2:42][CH2:43]4)=[CH:38][C:37]=3[C:36]2=[O:48])[N:30]=[CH:29][CH:28]=1.C([O-])(=O)C.[Na+].[O-]P([O-])([O-])=O.[K+].[K+].[K+], predict the reaction product. The product is: [CH3:1][N:2]1[C:6]([CH3:7])=[CH:5][C:4]([NH:8][C:9]2[C:10](=[O:25])[N:11]([CH3:24])[CH:12]=[C:13]([C:27]3[C:32]([CH:33]=[O:34])=[C:31]([N:35]4[CH2:47][CH2:46][C:45]5[N:44]6[C:39]([CH2:40][CH2:41][CH2:42][CH2:43]6)=[CH:38][C:37]=5[C:36]4=[O:48])[N:30]=[CH:29][CH:28]=3)[CH:14]=2)=[N:3]1. (5) Given the reactants [CH3:1][N:2]1[C:6]2[CH:7]=[CH:8][C:9]([C:11](O)=[O:12])=[CH:10][C:5]=2[N:4]=[C:3]1[NH:14][C:15]1[S:16][C:17]2[CH:23]=[C:22]([O:24][C:25]([F:28])([F:27])[F:26])[CH:21]=[CH:20][C:18]=2[N:19]=1.[CH3:29][O:30][C:31](=[O:35])[CH2:32][CH2:33][NH2:34].CN(C(ON1N=NC2C=CC=CC1=2)=[N+](C)C)C.F[P-](F)(F)(F)(F)F.CCN(C(C)C)C(C)C, predict the reaction product. The product is: [CH3:29][O:30][C:31](=[O:35])[CH2:32][CH2:33][NH:34][C:11]([C:9]1[CH:8]=[CH:7][C:6]2[N:2]([CH3:1])[C:3]([NH:14][C:15]3[S:16][C:17]4[CH:23]=[C:22]([O:24][C:25]([F:27])([F:26])[F:28])[CH:21]=[CH:20][C:18]=4[N:19]=3)=[N:4][C:5]=2[CH:10]=1)=[O:12]. (6) Given the reactants [CH2:1]([O:8][C:9]1[CH:10]=[CH:11][C:12]2[C:16]([O:17][C:18]3[CH:32]=[CH:31][C:21]([O:22][CH2:23][CH2:24][N:25]4[CH2:30][CH2:29][CH2:28][CH2:27][CH2:26]4)=[CH:20][CH:19]=3)=[C:15]([Br:33])[S:14](=O)[C:13]=2[CH:35]=1)[C:2]1[CH:7]=[CH:6][CH:5]=[CH:4][CH:3]=1.Cl, predict the reaction product. The product is: [CH2:1]([O:8][C:9]1[CH:10]=[CH:11][C:12]2[C:16]([O:17][C:18]3[CH:32]=[CH:31][C:21]([O:22][CH2:23][CH2:24][N:25]4[CH2:30][CH2:29][CH2:28][CH2:27][CH2:26]4)=[CH:20][CH:19]=3)=[C:15]([Br:33])[S:14][C:13]=2[CH:35]=1)[C:2]1[CH:3]=[CH:4][CH:5]=[CH:6][CH:7]=1. (7) Given the reactants [N:1]1([S:7]([C:10]2[CH:11]=[CH:12][CH:13]=[C:14]3[C:19]=2[CH2:18][NH:17][CH2:16][CH2:15]3)(=[O:9])=[O:8])[CH2:6][CH2:5][O:4][CH2:3][CH2:2]1.Cl[C:21]1[C:30]2[C:25](=[CH:26][C:27]([O:33][CH3:34])=[C:28]([O:31][CH3:32])[CH:29]=2)[N:24]=[CH:23][N:22]=1, predict the reaction product. The product is: [CH3:32][O:31][C:28]1[CH:29]=[C:30]2[C:25](=[CH:26][C:27]=1[O:33][CH3:34])[N:24]=[CH:23][N:22]=[C:21]2[N:17]1[CH2:16][CH2:15][C:14]2[C:19](=[C:10]([S:7]([N:1]3[CH2:6][CH2:5][O:4][CH2:3][CH2:2]3)(=[O:9])=[O:8])[CH:11]=[CH:12][CH:13]=2)[CH2:18]1. (8) Given the reactants [OH:1][C:2]1[CH:10]=[C:9]2[C:5]([C:6]([C:17]([O:19][CH2:20][CH3:21])=[O:18])=[N:7][N:8]2[CH:11]2[CH2:16][CH2:15][CH2:14][CH2:13][O:12]2)=[CH:4][CH:3]=1.C(=O)([O-])[O-].[K+].[K+].O, predict the reaction product. The product is: [CH2:6]([O:1][C:2]1[CH:10]=[C:9]2[C:5]([C:6]([C:17]([O:19][CH2:20][CH3:21])=[O:18])=[N:7][N:8]2[CH:11]2[CH2:16][CH2:15][CH2:14][CH2:13][O:12]2)=[CH:4][CH:3]=1)[C:5]1[CH:9]=[CH:10][CH:2]=[CH:3][CH:4]=1.